This data is from Reaction yield outcomes from USPTO patents with 853,638 reactions. The task is: Predict the reaction yield, written as a fraction of the theoretical maximum amount of product (1.0 means a 100% yield; for example, 0.34 means a 34% yield). (1) The reactants are [O:1]1[CH:5]=[CH:4][C:3]([C:6]2[CH:7]=[C:8]([C:18]([F:21])([F:20])[F:19])[C:9]3[N:10]([CH:12]=[C:13]([C:15](O)=[O:16])[N:14]=3)[CH:11]=2)=[CH:2]1.[NH:22]1[CH2:27][CH2:26][CH:25]([N:28]2[CH2:32][CH2:31][O:30][C:29]2=[O:33])[CH2:24][CH2:23]1.CN(C(ON1N=NC2C=CC=NC1=2)=[N+](C)C)C.F[P-](F)(F)(F)(F)F.CCN(C(C)C)C(C)C. The catalyst is CN(C)C=O.C(OCC)(=O)C. The product is [O:1]1[CH:5]=[CH:4][C:3]([C:6]2[CH:7]=[C:8]([C:18]([F:21])([F:20])[F:19])[C:9]3[N:10]([CH:12]=[C:13]([C:15]([N:22]4[CH2:23][CH2:24][CH:25]([N:28]5[CH2:32][CH2:31][O:30][C:29]5=[O:33])[CH2:26][CH2:27]4)=[O:16])[N:14]=3)[CH:11]=2)=[CH:2]1. The yield is 0.555. (2) The yield is 0.850. The reactants are [CH:1]1[C:14]2[C:5]3=[C:6]4[C:11](=[CH:12][CH:13]=2)[CH:10]=[CH:9][CH:8]=[C:7]4[CH2:15][C:4]3=[CH:3][CH:2]=1.[H][H]. The catalyst is CCO.[Pd]. The product is [CH:10]1[C:11]2[CH2:12][CH2:13][C:14]3[CH:1]=[CH:2][CH:3]=[C:4]4[CH2:15][C:7]([C:6]=2[C:5]=34)=[CH:8][CH:9]=1. (3) The reactants are [CH3:1][O:2][C:3]1[C:14]([O:15][CH3:16])=[CH:13][C:6]2[CH2:7][C:8](=[O:12])[NH:9][CH:10]=[CH:11][C:5]=2[CH:4]=1.[H-].[Na+].Cl[CH2:20][CH2:21][CH2:22][N:23]([CH3:31])[C:24](=[O:30])[O:25][C:26]([CH3:29])([CH3:28])[CH3:27]. The catalyst is CN(C=O)C. The product is [CH3:1][O:2][C:3]1[C:14]([O:15][CH3:16])=[CH:13][C:6]2[CH2:7][C:8](=[O:12])[N:9]([CH2:20][CH2:21][CH2:22][N:23]([CH3:31])[C:24](=[O:30])[O:25][C:26]([CH3:29])([CH3:28])[CH3:27])[CH:10]=[CH:11][C:5]=2[CH:4]=1. The yield is 0.770. (4) The reactants are [N:1]([CH2:4][CH2:5][NH2:6])=[N+:2]=[N-:3].C(N(CC)CC)C.[C:14](Cl)(=[O:28])[CH2:15][CH2:16][CH2:17][CH2:18][CH2:19][CH2:20][CH2:21][CH2:22][CH2:23][CH2:24][CH2:25][CH2:26][CH3:27]. The catalyst is C(Cl)Cl. The product is [N:1]([CH2:4][CH2:5][NH:6][C:14](=[O:28])[CH2:15][CH2:16][CH2:17][CH2:18][CH2:19][CH2:20][CH2:21][CH2:22][CH2:23][CH2:24][CH2:25][CH2:26][CH3:27])=[N+:2]=[N-:3]. The yield is 0.790. (5) The reactants are [Br:1][C:2]1[CH:7]=[C:6]([C:8]#[N:9])[CH:5]=[C:4](Br)[C:3]=1[NH:11][C:12]([NH2:14])=[S:13].C([O-])([O-])=O.[Cs+].[Cs+].O. The catalyst is O1CCOCC1.[Cu]I. The product is [NH2:14][C:12]1[S:13][C:4]2[CH:5]=[C:6]([C:8]#[N:9])[CH:7]=[C:2]([Br:1])[C:3]=2[N:11]=1. The yield is 1.00.